This data is from Full USPTO retrosynthesis dataset with 1.9M reactions from patents (1976-2016). The task is: Predict the reactants needed to synthesize the given product. (1) Given the product [CH3:11][O:10][C:4]1[CH:5]=[C:6]([O:8][CH3:9])[N:7]=[C:2]([N:16]2[CH2:17][CH2:18][N:13]([CH3:12])[CH2:14][CH2:15]2)[N:3]=1, predict the reactants needed to synthesize it. The reactants are: Cl[C:2]1[N:7]=[C:6]([O:8][CH3:9])[CH:5]=[C:4]([O:10][CH3:11])[N:3]=1.[CH3:12][N:13]1[CH2:18][CH2:17][NH:16][CH2:15][CH2:14]1. (2) Given the product [Br:1][C:2]1[S:6][C:5]([C:7]2[CH:12]=[CH:11][N:10]=[C:9]([NH:16][CH:17]3[CH2:18][C:19]([CH3:26])([CH3:25])[NH:20][C:21]([CH3:24])([CH3:23])[CH2:22]3)[N:8]=2)=[CH:4][CH:3]=1, predict the reactants needed to synthesize it. The reactants are: [Br:1][C:2]1[S:6][C:5]([C:7]2[CH:12]=[CH:11][N:10]=[C:9](S(C)=O)[N:8]=2)=[CH:4][CH:3]=1.[NH2:16][CH:17]1[CH2:22][C:21]([CH3:24])([CH3:23])[NH:20][C:19]([CH3:26])([CH3:25])[CH2:18]1.